Dataset: Forward reaction prediction with 1.9M reactions from USPTO patents (1976-2016). Task: Predict the product of the given reaction. (1) The product is: [NH2:8][CH:9]1[CH2:10][CH2:11][N:12]([C:15]2[N:20]=[C:19]([C:21]3[C:29]4[C:24](=[CH:25][CH:26]=[C:27]([NH:30][C:31](=[O:34])[CH2:32][CH3:33])[CH:28]=4)[NH:23][CH:22]=3)[CH:18]=[N:17][CH:16]=2)[CH2:13][CH2:14]1. Given the reactants C(OC([NH:8][CH:9]1[CH2:14][CH2:13][N:12]([C:15]2[N:20]=[C:19]([C:21]3[C:29]4[C:24](=[CH:25][CH:26]=[C:27]([NH:30][C:31](=[O:34])[CH2:32][CH3:33])[CH:28]=4)[N:23](C(OC(C)(C)C)=O)[CH:22]=3)[CH:18]=[N:17][CH:16]=2)[CH2:11][CH2:10]1)=O)(C)(C)C.C(O)(C(F)(F)F)=O, predict the reaction product. (2) Given the reactants [C:1]([C:4]1[CH:12]=[C:11]2[C:7]([C:8]([C:26]3[CH:35]=[CH:34][C:29]([C:30]([O:32][CH3:33])=[O:31])=[CH:28][C:27]=3[F:36])=[N:9][N:10]2[C:13](=[O:25])[C:14]2[C:19]([C:20]([F:23])([F:22])[F:21])=[CH:18][CH:17]=[CH:16][C:15]=2[Cl:24])=[CH:6][CH:5]=1)(=[O:3])[NH2:2].CO[CH:39](OC)[N:40]([CH3:42])[CH3:41], predict the reaction product. The product is: [Cl:24][C:15]1[CH:16]=[CH:17][CH:18]=[C:19]([C:20]([F:21])([F:22])[F:23])[C:14]=1[C:13]([N:10]1[C:11]2[C:7](=[CH:6][CH:5]=[C:4]([C:1](=[O:3])/[N:2]=[CH:39]/[N:40]([CH3:42])[CH3:41])[CH:12]=2)[C:8]([C:26]2[CH:35]=[CH:34][C:29]([C:30]([O:32][CH3:33])=[O:31])=[CH:28][C:27]=2[F:36])=[N:9]1)=[O:25]. (3) Given the reactants [CH3:1][O:2][C:3]1[CH:18]=[CH:17][C:6]([CH2:7][NH:8][C:9]2[CH:10]=[C:11]([CH:14]=[CH:15][N:16]=2)[C:12]#[N:13])=[CH:5][CH:4]=1, predict the reaction product. The product is: [NH2:13][CH2:12][C:11]1[CH:14]=[CH:15][N:16]=[C:9]([NH:8][CH2:7][C:6]2[CH:5]=[CH:4][C:3]([O:2][CH3:1])=[CH:18][CH:17]=2)[CH:10]=1. (4) The product is: [CH2:15]([C:4]1([CH2:17][CH3:18])[N:3]=[C:2]([C:23]2[CH:22]=[CH:21][C:20]([F:19])=[CH:25][C:24]=2[F:26])[C:7]2[CH:8]=[CH:9][C:10]([N+:12]([O-:14])=[O:13])=[CH:11][C:6]=2[O:5]1)[CH3:16]. Given the reactants Cl[C:2]1[C:7]2[CH:8]=[CH:9][C:10]([N+:12]([O-:14])=[O:13])=[CH:11][C:6]=2[O:5][C:4]([CH2:17][CH3:18])([CH2:15][CH3:16])[N:3]=1.[F:19][C:20]1[CH:25]=[C:24]([F:26])[CH:23]=[CH:22][C:21]=1B(O)O, predict the reaction product. (5) Given the reactants Br.[NH2:2][C:3]1[CH:8]=[CH:7][CH:6]=[C:5]([CH2:9][CH3:10])[C:4]=1[OH:11].C(OCC)(=O)C.C(=O)([O-])O.[Na+].[Cl:23][CH:24]([C:28]1[CH:33]=[CH:32][CH:31]=[CH:30][CH:29]=1)[C:25](Cl)=[O:26], predict the reaction product. The product is: [Cl:23][CH:24]([C:28]1[CH:33]=[CH:32][CH:31]=[CH:30][CH:29]=1)[C:25]([NH:2][C:3]1[CH:8]=[CH:7][CH:6]=[C:5]([CH2:9][CH3:10])[C:4]=1[OH:11])=[O:26]. (6) Given the reactants [C:1]1([CH:7]2[CH2:12][CH2:11][C:10](=O)[CH2:9][CH2:8]2)[CH:6]=[CH:5][CH:4]=[CH:3][CH:2]=1.[C:14]1([CH:20]([C:22]2[CH:27]=[CH:26][CH:25]=[CH:24][CH:23]=2)[NH2:21])[CH:19]=[CH:18][CH:17]=[CH:16][CH:15]=1.C(O[BH-](OC(=O)C)OC(=O)C)(=O)C.[Na+], predict the reaction product. The product is: [CH:20]([NH:21][C@H:10]1[CH2:11][CH2:12][C@@H:7]([C:1]2[CH:6]=[CH:5][CH:4]=[CH:3][CH:2]=2)[CH2:8][CH2:9]1)([C:22]1[CH:23]=[CH:24][CH:25]=[CH:26][CH:27]=1)[C:14]1[CH:19]=[CH:18][CH:17]=[CH:16][CH:15]=1.[CH:20]([NH:21][C@H:10]1[CH2:11][CH2:12][C@H:7]([C:1]2[CH:6]=[CH:5][CH:4]=[CH:3][CH:2]=2)[CH2:8][CH2:9]1)([C:22]1[CH:23]=[CH:24][CH:25]=[CH:26][CH:27]=1)[C:14]1[CH:19]=[CH:18][CH:17]=[CH:16][CH:15]=1.